This data is from Forward reaction prediction with 1.9M reactions from USPTO patents (1976-2016). The task is: Predict the product of the given reaction. (1) Given the reactants [NH2:1][C@@H:2]([C:13]1[N:14]([S:21]([C:24]2[CH:30]=[CH:29][C:27]([CH3:28])=[CH:26][CH:25]=2)(=[O:23])=[O:22])[CH:15]=[CH:16][C:17]=1[C:18]([OH:20])=O)[CH2:3][CH2:4][O:5][CH2:6][C:7]1[CH:12]=[CH:11][CH:10]=[CH:9][CH:8]=1.C(O)(C(F)(F)F)=O.CCN(C(C)C)C(C)C.CCCP1(OP(CCC)(=O)OP(CCC)(=O)O1)=O, predict the reaction product. The product is: [CH2:6]([O:5][CH2:4][CH2:3][C@@H:2]1[C:13]2[N:14]([S:21]([C:24]3[CH:30]=[CH:29][C:27]([CH3:28])=[CH:26][CH:25]=3)(=[O:22])=[O:23])[CH:15]=[CH:16][C:17]=2[C:18](=[O:20])[NH:1]1)[C:7]1[CH:8]=[CH:9][CH:10]=[CH:11][CH:12]=1. (2) Given the reactants [F:1][C:2]1[CH:7]=[CH:6][C:5]([CH2:8][CH2:9][CH2:10][NH:11][C@H:12]2[CH2:17][CH2:16][C@H:15]([C:18]3[CH:27]=[CH:26][C:21]4[NH:22][C:23](=[O:25])[S:24][C:20]=4[CH:19]=3)[CH2:14][CH2:13]2)=[CH:4][CH:3]=1.O.[C:29](O[BH-](OC(=O)C)OC(=O)C)(=O)C.[Na+].[OH-].[Na+], predict the reaction product. The product is: [F:1][C:2]1[CH:7]=[CH:6][C:5]([CH2:8][CH2:9][CH2:10][N:11]([CH3:29])[C@H:12]2[CH2:17][CH2:16][C@H:15]([C:18]3[CH:27]=[CH:26][C:21]4[NH:22][C:23](=[O:25])[S:24][C:20]=4[CH:19]=3)[CH2:14][CH2:13]2)=[CH:4][CH:3]=1.